This data is from Reaction yield outcomes from USPTO patents with 853,638 reactions. The task is: Predict the reaction yield, written as a fraction of the theoretical maximum amount of product (1.0 means a 100% yield; for example, 0.34 means a 34% yield). (1) The reactants are [F:1][C:2]1[CH:7]=[CH:6][CH:5]=[CH:4][C:3]=1[S:8][CH:9]1[CH2:14][CH2:13][N:12]([C:15]([O:17][C:18]([CH3:21])([CH3:20])[CH3:19])=[O:16])[CH2:11][CH2:10]1.[OH:22]OS([O-])=O.[K+].[OH2:28]. The catalyst is C1COCC1.CO. The product is [F:1][C:2]1[CH:7]=[CH:6][CH:5]=[CH:4][C:3]=1[S:8]([CH:9]1[CH2:10][CH2:11][N:12]([C:15]([O:17][C:18]([CH3:21])([CH3:20])[CH3:19])=[O:16])[CH2:13][CH2:14]1)(=[O:22])=[O:28]. The yield is 0.600. (2) The reactants are Br[C:2]1[CH:7]=[CH:6][C:5]([CH:8]([N:15]([CH3:32])[C:16](=[O:31])[CH2:17][N:18]2[C:23]3[CH:24]=[C:25]([Cl:29])[C:26]([Cl:28])=[CH:27][C:22]=3[O:21][CH2:20][C:19]2=[O:30])[CH2:9][N:10]2[CH2:14][CH2:13][CH2:12][CH2:11]2)=[CH:4][CH:3]=1.[CH3:33][O:34][C:35]1[CH:36]=[C:37](B(O)O)[CH:38]=[CH:39][C:40]=1[O:41][CH3:42].C([O-])([O-])=O.[Na+].[Na+]. The catalyst is CN(C=O)C.C1C=CC(P(C2C=CC=CC=2)[C-]2C=CC=C2)=CC=1.C1C=CC(P(C2C=CC=CC=2)[C-]2C=CC=C2)=CC=1.Cl[Pd]Cl.[Fe+2]. The product is [CH3:33][O:34][C:35]1[CH:36]=[C:37]([C:2]2[CH:7]=[CH:6][C:5]([CH:8]([N:15]([CH3:32])[C:16](=[O:31])[CH2:17][N:18]3[C:23]4[CH:24]=[C:25]([Cl:29])[C:26]([Cl:28])=[CH:27][C:22]=4[O:21][CH2:20][C:19]3=[O:30])[CH2:9][N:10]3[CH2:11][CH2:12][CH2:13][CH2:14]3)=[CH:4][CH:3]=2)[CH:38]=[CH:39][C:40]=1[O:41][CH3:42]. The yield is 0.390. (3) The reactants are C(=O)([O-])OC[C:4]1[CH:9]=[C:8]([N+:10]([O-:12])=[O:11])[C:7]([CH2:13][CH3:14])=[CH:6][C:5]=1[C:15]([CH3:18])([CH3:17])[CH3:16].[OH-:21].[K+].O. The catalyst is CO. The product is [C:15]([C:5]1[CH:6]=[C:7]([CH2:13][CH3:14])[C:8]([N+:10]([O-:12])=[O:11])=[CH:9][C:4]=1[OH:21])([CH3:18])([CH3:17])[CH3:16]. The yield is 0.910. (4) The reactants are N[CH2:2][C:3]([N:5]1[CH2:9][C@H:8]([NH:10][C:11](=[O:18])[C:12]2[CH:17]=[CH:16][CH:15]=[CH:14][CH:13]=2)[CH2:7][C@H:6]1[C:19]([OH:21])=[O:20])=[O:4].[CH2:22]=O.[C:24]([BH3-])#[N:25].[Na+]. The catalyst is CO. The product is [C:11]([NH:10][C@H:8]1[CH2:9][N:5]([C:3](=[O:4])[CH2:2][N:25]([CH3:24])[CH3:22])[C@H:6]([C:19]([OH:21])=[O:20])[CH2:7]1)(=[O:18])[C:12]1[CH:17]=[CH:16][CH:15]=[CH:14][CH:13]=1. The yield is 0.310. (5) The reactants are C([N:3]([C:9]1[CH:14]=[CH:13][C:12]([F:15])=[CH:11][C:10]=1[N+:16]([O-])=O)[C@H:4]([C:6](O)=[O:7])[CH3:5])C.O.O.[Sn](Cl)Cl.[OH-].[Na+].ClC1C(=O)C(C#N)=C(C#N)C(=O)C=1Cl. The catalyst is C(O)C.O.C(#N)C.C(OCC)(=O)C.O1CCCC1. The product is [F:15][C:12]1[CH:11]=[C:10]2[C:9]([N:3]=[C:4]([CH3:5])[C:6](=[O:7])[NH:16]2)=[CH:14][CH:13]=1. The yield is 0.910. (6) The reactants are [CH3:1][O:2][CH2:3][C@H:4]([CH3:31])[O:5][C:6]1[CH:7]=[C:8]([C:23]2[NH:27][C:26]([C:28]([OH:30])=O)=[CH:25][CH:24]=2)[CH:9]=[C:10]([O:12][C:13]2[CH:18]=[CH:17][C:16]([S:19]([CH3:22])(=[O:21])=[O:20])=[CH:15][CH:14]=2)[CH:11]=1.[NH2:32][CH2:33][C@@H:34]([OH:36])[CH3:35].CCN=C=NCCCN(C)C.Cl.Cl. The catalyst is ClCCl.CN(C)C1C=CN=CC=1. The product is [OH:36][C@@H:34]([CH3:35])[CH2:33][NH:32][C:28]([C:26]1[NH:27][C:23]([C:8]2[CH:9]=[C:10]([O:12][C:13]3[CH:14]=[CH:15][C:16]([S:19]([CH3:22])(=[O:20])=[O:21])=[CH:17][CH:18]=3)[CH:11]=[C:6]([O:5][C@@H:4]([CH3:31])[CH2:3][O:2][CH3:1])[CH:7]=2)=[CH:24][CH:25]=1)=[O:30]. The yield is 0.830. (7) The yield is 0.500. The catalyst is O1CCOCC1.C1C=CC([P]([Pd]([P](C2C=CC=CC=2)(C2C=CC=CC=2)C2C=CC=CC=2)([P](C2C=CC=CC=2)(C2C=CC=CC=2)C2C=CC=CC=2)[P](C2C=CC=CC=2)(C2C=CC=CC=2)C2C=CC=CC=2)(C2C=CC=CC=2)C2C=CC=CC=2)=CC=1. The reactants are [CH3:1][C:2]1(C)[C:6](C)(C)OB(C(C)=C)O1.C(=O)([O-])[O-].[Na+].[Na+].Br[C:20]1[C:21]([N:42]2[CH2:47][CH2:46][CH2:45][C@@H:44]([NH:48][C:49]([O:51][C:52]([CH3:55])([CH3:54])[CH3:53])=[O:50])[CH2:43]2)=[C:22]2[C:28]([NH:29][C:30](=[O:34])[CH:31]([CH3:33])[CH3:32])=[CH:27][N:26]([C:35]([O:37][C:38]([CH3:41])([CH3:40])[CH3:39])=[O:36])[C:23]2=[N:24][CH:25]=1.CC#N.O. The product is [C:52]([O:51][C:49]([NH:48][C@@H:44]1[CH2:45][CH2:46][CH2:47][N:42]([C:21]2[C:20]([C:2]([CH3:6])=[CH2:1])=[CH:25][N:24]=[C:23]3[N:26]([C:35]([O:37][C:38]([CH3:41])([CH3:40])[CH3:39])=[O:36])[CH:27]=[C:28]([NH:29][C:30](=[O:34])[CH:31]([CH3:33])[CH3:32])[C:22]=23)[CH2:43]1)=[O:50])([CH3:54])([CH3:53])[CH3:55]. (8) The reactants are C(O[C:6]([N:8]1[CH2:13][CH2:12][CH:11]([NH:14][C:15]2[CH:20]=[CH:19][C:18]([O:21][CH2:22][C:23]3[CH:28]=[CH:27][CH:26]=[CH:25][CH:24]=3)=[CH:17][CH:16]=2)[CH2:10][CH2:9]1)=[O:7])(C)(C)C.C([N:32]([CH2:36][CH3:37])C(C)C)(C)C.Br[CH2:39][CH:40]=[C:41]([CH3:43])[CH3:42].[CH2:44]1[CH2:48]OC[CH2:45]1. No catalyst specified. The product is [NH2:32][C@@H:36]([CH2:37][CH:44]([CH3:48])[CH3:45])[C:6]([N:8]1[CH2:9][CH2:10][CH:11]([N:14]([C:15]2[CH:20]=[CH:19][C:18]([O:21][CH2:22][C:23]3[CH:24]=[CH:25][CH:26]=[CH:27][CH:28]=3)=[CH:17][CH:16]=2)[CH2:39][CH:40]=[C:41]([CH3:43])[CH3:42])[CH2:12][CH2:13]1)=[O:7]. The yield is 0.870. (9) No catalyst specified. The yield is 0.860. The reactants are [CH2:1]([O:3][C:4]([C:6]1([NH2:15])[CH2:14][C:13]2[C:8](=[CH:9][CH:10]=[CH:11][CH:12]=2)[CH2:7]1)=[O:5])[CH3:2].[CH2:16]([C:23]1[CH:31]=[C:30]([Br:32])[CH:29]=[CH:28][C:24]=1[C:25](O)=[O:26])[C:17]1[CH:22]=[CH:21][CH:20]=[CH:19][CH:18]=1.CN(C(ON1N=NC2C=CC=NC1=2)=[N+](C)C)C.F[P-](F)(F)(F)(F)F.CCN(C(C)C)C(C)C. The product is [CH2:1]([O:3][C:4]([C:6]1([NH:15][C:25](=[O:26])[C:24]2[CH:28]=[CH:29][C:30]([Br:32])=[CH:31][C:23]=2[CH2:16][C:17]2[CH:18]=[CH:19][CH:20]=[CH:21][CH:22]=2)[CH2:14][C:13]2[C:8](=[CH:9][CH:10]=[CH:11][CH:12]=2)[CH2:7]1)=[O:5])[CH3:2].